Regression. Given two drug SMILES strings and cell line genomic features, predict the synergy score measuring deviation from expected non-interaction effect. From a dataset of NCI-60 drug combinations with 297,098 pairs across 59 cell lines. (1) Drug 1: CC1C(C(CC(O1)OC2CC(CC3=C2C(=C4C(=C3O)C(=O)C5=C(C4=O)C(=CC=C5)OC)O)(C(=O)C)O)N)O.Cl. Drug 2: CCC1(C2=C(COC1=O)C(=O)N3CC4=CC5=C(C=CC(=C5CN(C)C)O)N=C4C3=C2)O.Cl. Cell line: HS 578T. Synergy scores: CSS=13.5, Synergy_ZIP=-6.83, Synergy_Bliss=-1.89, Synergy_Loewe=-3.60, Synergy_HSA=-2.63. (2) Drug 1: C1CN1C2=NC(=NC(=N2)N3CC3)N4CC4. Drug 2: C1CC(=O)NC(=O)C1N2C(=O)C3=CC=CC=C3C2=O. Cell line: MCF7. Synergy scores: CSS=13.8, Synergy_ZIP=-1.13, Synergy_Bliss=3.23, Synergy_Loewe=-3.43, Synergy_HSA=2.98. (3) Drug 1: CC1=C(C=C(C=C1)C(=O)NC2=CC(=CC(=C2)C(F)(F)F)N3C=C(N=C3)C)NC4=NC=CC(=N4)C5=CN=CC=C5. Drug 2: CC(C)NC(=O)C1=CC=C(C=C1)CNNC.Cl. Cell line: SW-620. Synergy scores: CSS=-4.37, Synergy_ZIP=1.89, Synergy_Bliss=-1.54, Synergy_Loewe=-6.70, Synergy_HSA=-6.61. (4) Drug 1: CC12CCC3C(C1CCC2=O)CC(=C)C4=CC(=O)C=CC34C. Drug 2: C1=CC(=CC=C1CCCC(=O)O)N(CCCl)CCCl. Cell line: NCI-H226. Synergy scores: CSS=25.5, Synergy_ZIP=-0.815, Synergy_Bliss=3.34, Synergy_Loewe=-3.78, Synergy_HSA=4.63. (5) Drug 1: C1CCN(CC1)CCOC2=CC=C(C=C2)C(=O)C3=C(SC4=C3C=CC(=C4)O)C5=CC=C(C=C5)O. Drug 2: C1=NNC2=C1C(=O)NC=N2. Cell line: BT-549. Synergy scores: CSS=-3.77, Synergy_ZIP=1.82, Synergy_Bliss=-0.0206, Synergy_Loewe=-4.09, Synergy_HSA=-3.28.